This data is from Full USPTO retrosynthesis dataset with 1.9M reactions from patents (1976-2016). The task is: Predict the reactants needed to synthesize the given product. (1) The reactants are: [CH3:1][S:2][C:3]1[CH:4]=[CH:5][C:6]([CH:9]([CH2:14][CH:15]2[CH2:20][CH2:19][O:18][CH2:17][CH2:16]2)[C:10](=[O:13])[CH:11]=[CH2:12])=[N:7][CH:8]=1.[OH:21][CH:22]([C:27]1[CH:28]=[CH:29][C:30]([CH:33]=[O:34])=[N:31][CH:32]=1)[C:23]([OH:26])([CH3:25])[CH3:24].C(N(CC)CC)C.O1CCCC1. Given the product [OH:21][CH:22]([C:27]1[CH:28]=[CH:29][C:30]([C:33](=[O:34])[CH2:12][CH2:11][C:10](=[O:13])[CH:9]([C:6]2[CH:5]=[CH:4][C:3]([S:2][CH3:1])=[CH:8][N:7]=2)[CH2:14][CH:15]2[CH2:16][CH2:17][O:18][CH2:19][CH2:20]2)=[N:31][CH:32]=1)[C:23]([OH:26])([CH3:24])[CH3:25], predict the reactants needed to synthesize it. (2) Given the product [F:8][C:6]1[CH:5]=[C:4]([N+:9]([O-:11])=[O:10])[C:3]([O:12][CH3:13])=[C:2]([CH2:35][CH2:36][CH2:37][C:38]([O:40][CH2:41][CH3:42])=[O:39])[CH:7]=1, predict the reactants needed to synthesize it. The reactants are: Br[C:2]1[CH:7]=[C:6]([F:8])[CH:5]=[C:4]([N+:9]([O-:11])=[O:10])[C:3]=1[O:12][CH3:13].C(=O)([O-])[O-].[Cs+].[Cs+].C(P(C(C)(C)C)C(C)(C)C)(C)(C)C.Br[Zn][CH2:35][CH2:36][CH2:37][C:38]([O:40][CH2:41][CH3:42])=[O:39].[Cl-].[NH4+]. (3) Given the product [CH3:1][O:2][C:3](=[O:27])[CH:4]([C:11]1[CH:16]=[CH:15][C:14]([S:17]([CH3:20])(=[O:18])=[O:19])=[C:13]([N:21]2[C:25]([CH3:26])=[N:24][N:23]=[N:22]2)[CH:12]=1)[CH2:5][CH:6]1[CH2:10][CH2:9][CH2:8][CH2:7]1, predict the reactants needed to synthesize it. The reactants are: [CH3:1][O:2][C:3](=[O:27])/[C:4](/[C:11]1[CH:16]=[CH:15][C:14]([S:17]([CH3:20])(=[O:19])=[O:18])=[C:13]([N:21]2[C:25]([CH3:26])=[N:24][N:23]=[N:22]2)[CH:12]=1)=[CH:5]/[CH:6]1[CH2:10][CH2:9][CH2:8][CH2:7]1.[BH4-].[Na+]. (4) Given the product [Br:1][C:2]1[CH:7]=[CH:6][C:5]([CH2:8][CH2:9][NH:10][C:11]2[S:12][C:13]3[CH:19]=[C:18]([NH:20][C:21](=[NH:23])[S:22][CH2:24][CH3:25])[CH:17]=[CH:16][C:14]=3[N:15]=2)=[CH:4][CH:3]=1, predict the reactants needed to synthesize it. The reactants are: [Br:1][C:2]1[CH:7]=[CH:6][C:5]([CH2:8][CH2:9][NH:10][C:11]2[S:12][C:13]3[CH:19]=[C:18]([NH:20][C:21]([NH2:23])=[S:22])[CH:17]=[CH:16][C:14]=3[N:15]=2)=[CH:4][CH:3]=1.[CH2:24](I)[CH3:25]. (5) Given the product [Cl:1][C:2]1[CH:10]=[CH:9][C:8]([C:11]2[C:12]([C@@H:26]([NH:36][C:37](=[O:54])[CH2:38][N:39]3[C:43]4[C:44]([F:48])([F:49])[C@@H:45]5[CH2:47][C@@H:46]5[C:42]=4[C:41]([CH:50]([F:51])[F:52])=[N:40]3)[CH2:27][C:28]3[CH:33]=[C:32]([F:34])[CH:31]=[C:30]([F:35])[CH:29]=3)=[N:13][C:14]([C:17]#[C:18][C:19]3([OH:25])[CH2:24][CH2:23][O:22][CH2:21][CH2:20]3)=[CH:15][CH:16]=2)=[C:7]2[C:3]=1[C:4]([NH:56][S:57]([CH3:60])(=[O:59])=[O:58])=[N:5][N:6]2[CH3:55], predict the reactants needed to synthesize it. The reactants are: [Cl:1][C:2]1[CH:10]=[CH:9][C:8]([C:11]2[C:12]([C@@H:26]([NH:36][C:37](=[O:54])[CH2:38][N:39]3[C:43]4[C:44]([F:49])([F:48])[C@@H:45]5[CH2:47][C@@H:46]5[C:42]=4[C:41]([C:50](F)([F:52])[F:51])=[N:40]3)[CH2:27][C:28]3[CH:33]=[C:32]([F:34])[CH:31]=[C:30]([F:35])[CH:29]=3)=[N:13][C:14]([C:17]#[C:18][C:19]3([OH:25])[CH2:24][CH2:23][O:22][CH2:21][CH2:20]3)=[CH:15][CH:16]=2)=[C:7]2[C:3]=1[C:4]([NH:56][S:57]([CH3:60])(=[O:59])=[O:58])=[N:5][N:6]2[CH3:55].FC1(F)C2N(CC(O)=O)N=C(C(F)F)C=2[C@H]2C[C@@H]12. (6) Given the product [CH3:45][C:38]1[CH:39]=[CH:34][C:35]([S:40]([O:1][CH2:2][CH2:3][O:4][CH2:5][CH2:6][O:7][CH2:8][CH2:9][O:10][C:11]2[CH:12]=[CH:13][C:14](/[CH:17]=[CH:18]/[C:19]3[CH:20]=[CH:21][C:22]([N:25]([C:26]([O:27][C:28]([CH3:29])([CH3:30])[CH3:31])=[O:32])[CH3:33])=[CH:23][CH:24]=3)=[CH:15][N:16]=2)(=[O:41])=[O:42])=[CH:36][CH:37]=1, predict the reactants needed to synthesize it. The reactants are: [OH:1][CH2:2][CH2:3][O:4][CH2:5][CH2:6][O:7][CH2:8][CH2:9][O:10][C:11]1[N:16]=[CH:15][C:14](/[CH:17]=[CH:18]/[C:19]2[CH:24]=[CH:23][C:22]([N:25]([CH3:33])[C:26](=[O:32])[O:27][C:28]([CH3:31])([CH3:30])[CH3:29])=[CH:21][CH:20]=2)=[CH:13][CH:12]=1.[C:34]1(C)[C:35]([S:40](Cl)(=[O:42])=[O:41])=[CH:36][CH:37]=[CH:38][CH:39]=1.[CH2:45](N(CC)CC)C.O.